From a dataset of Reaction yield outcomes from USPTO patents with 853,638 reactions. Predict the reaction yield, written as a fraction of the theoretical maximum amount of product (1.0 means a 100% yield; for example, 0.34 means a 34% yield). (1) The reactants are [Br:1][C:2]1[CH:7]=[CH:6][C:5]([Cl:8])=[CH:4][C:3]=1[CH2:9]Br.[C:11]1([P:17]([C:24]2[CH:29]=[CH:28][CH:27]=[CH:26][CH:25]=2)[C:18]2[CH:23]=[CH:22][CH:21]=[CH:20][CH:19]=2)[CH:16]=[CH:15][CH:14]=[CH:13][CH:12]=1.CCOCC. The catalyst is C1COCC1. The product is [Br-:1].[Br:1][C:2]1[CH:7]=[CH:6][C:5]([Cl:8])=[CH:4][C:3]=1[CH2:9][P+:17]([C:18]1[CH:19]=[CH:20][CH:21]=[CH:22][CH:23]=1)([C:24]1[CH:29]=[CH:28][CH:27]=[CH:26][CH:25]=1)[C:11]1[CH:12]=[CH:13][CH:14]=[CH:15][CH:16]=1. The yield is 0.650. (2) The reactants are [F:1][C:2]1[CH:7]=[CH:6][C:5]([CH2:8][CH2:9][CH2:10][CH2:11][C:12]2[S:13][C:14]3[N:15]=[C:16]([NH2:27])[N:17]=[C:18]([N:21]4[CH2:26][CH2:25][NH:24][CH2:23][CH2:22]4)[C:19]=3[N:20]=2)=[CH:4][CH:3]=1.[CH3:28][O:29][C:30]1[CH:40]=[CH:39][C:33]([O:34][CH2:35][C:36](O)=[O:37])=[CH:32][CH:31]=1. No catalyst specified. The product is [NH2:27][C:16]1[N:17]=[C:18]([N:21]2[CH2:22][CH2:23][N:24]([C:36](=[O:37])[CH2:35][O:34][C:33]3[CH:39]=[CH:40][C:30]([O:29][CH3:28])=[CH:31][CH:32]=3)[CH2:25][CH2:26]2)[C:19]2[N:20]=[C:12]([CH2:11][CH2:10][CH2:9][CH2:8][C:5]3[CH:6]=[CH:7][C:2]([F:1])=[CH:3][CH:4]=3)[S:13][C:14]=2[N:15]=1. The yield is 0.350. (3) The reactants are Cl.[F:2][C:3]1[C:11]([CH:12]([C:14]2[N:18]3[N:19]=[C:20]([C:23]([O:25]CC)=[CH2:24])[CH:21]=[CH:22][C:17]3=[N:16][CH:15]=2)[CH3:13])=[C:10]([F:28])[CH:9]=[C:8]2[C:4]=1[CH:5]=[N:6][N:7]2[CH3:29].C([O-])(O)=O.[Na+]. The catalyst is CO. The product is [F:2][C:3]1[C:11]([CH:12]([C:14]2[N:18]3[N:19]=[C:20]([C:23](=[O:25])[CH3:24])[CH:21]=[CH:22][C:17]3=[N:16][CH:15]=2)[CH3:13])=[C:10]([F:28])[CH:9]=[C:8]2[C:4]=1[CH:5]=[N:6][N:7]2[CH3:29]. The yield is 0.410. (4) The reactants are [C:1]([C:3]1([C:6]2[CH:7]=[C:8]([CH:12]=[CH:13][CH:14]=2)[C:9]([OH:11])=O)[CH2:5][CH2:4]1)#[N:2].C(Cl)(=O)C(Cl)=O.CN(C)C=O.[NH2:26][C:27]1[CH:28]=[C:29]([CH:48]=[CH:49][C:50]=1[F:51])[O:30][C:31]1[CH:45]=[CH:44][C:34]2[N:35]=[C:36]([NH:38][C:39]([CH:41]3[CH2:43][CH2:42]3)=[O:40])[S:37][C:33]=2[C:32]=1[C:46]#[N:47]. The catalyst is O1CCCC1.C(OCC)(=O)C. The product is [C:1]([C:3]1([C:6]2[CH:7]=[C:8]([CH:12]=[CH:13][CH:14]=2)[C:9]([NH:26][C:27]2[CH:28]=[C:29]([O:30][C:31]3[CH:45]=[CH:44][C:34]4[N:35]=[C:36]([NH:38][C:39]([CH:41]5[CH2:43][CH2:42]5)=[O:40])[S:37][C:33]=4[C:32]=3[C:46]#[N:47])[CH:48]=[CH:49][C:50]=2[F:51])=[O:11])[CH2:4][CH2:5]1)#[N:2]. The yield is 0.860.